Dataset: Forward reaction prediction with 1.9M reactions from USPTO patents (1976-2016). Task: Predict the product of the given reaction. (1) Given the reactants [O:1]=[C:2]1[CH2:7][NH:6][CH2:5][CH2:4][N:3]1[C:8]1[CH:17]=[C:16]2[C:11]([CH:12]=[C:13]([C:18]#[N:19])[CH:14]=[N:15]2)=[CH:10][CH:9]=1.[CH3:20][C:21]1[C:29]2[CH2:28][O:27][C:26](=[O:30])[C:25]=2[CH:24]=[CH:23][C:22]=1[C@@H:31]1[CH2:33][O:32]1, predict the reaction product. The product is: [OH:32][C@H:31]([C:22]1[CH:23]=[CH:24][C:25]2[C:26](=[O:30])[O:27][CH2:28][C:29]=2[C:21]=1[CH3:20])[CH2:33][N:6]1[CH2:5][CH2:4][N:3]([C:8]2[CH:17]=[C:16]3[C:11]([CH:12]=[C:13]([C:18]#[N:19])[CH:14]=[N:15]3)=[CH:10][CH:9]=2)[C:2](=[O:1])[CH2:7]1. (2) Given the reactants O(Cl)[Cl:2].[P+5].[C:5]([N:9]1[CH:13]=[C:12]([C:14]2[NH:19][C:18](=O)[C:17]3=[CH:21][N:22]([CH3:24])[N:23]=[C:16]3[CH:15]=2)[CH:11]=[N:10]1)([CH3:8])([CH3:7])[CH3:6].C(=O)(O)[O-].[Na+], predict the reaction product. The product is: [C:5]([N:9]1[CH:13]=[C:12]([C:14]2[N:19]=[C:18]([Cl:2])[C:17]3=[CH:21][N:22]([CH3:24])[N:23]=[C:16]3[CH:15]=2)[CH:11]=[N:10]1)([CH3:8])([CH3:7])[CH3:6]. (3) The product is: [Br:1][C:2]1[N:6]([CH3:7])[N:5]=[CH:4][C:3]=1[CH:8]=[O:9]. Given the reactants [Br:1][C:2]1[N:6]([CH3:7])[N:5]=[CH:4][C:3]=1[CH2:8][OH:9].C(C1C=CC(N2C(C=O)=CN=C2)=CC=1)C, predict the reaction product. (4) Given the reactants Cl[C:2]1[C:3]([NH2:10])=[N:4][C:5]([O:8][CH3:9])=[N:6][CH:7]=1.[C:11]([O:15][CH2:16][CH3:17])(=[O:14])[CH:12]=[CH2:13].C(N(CC)CC)C.O, predict the reaction product. The product is: [NH2:10][C:3]1[C:2](/[CH:13]=[CH:12]/[C:11]([O:15][CH2:16][CH3:17])=[O:14])=[CH:7][N:6]=[C:5]([O:8][CH3:9])[N:4]=1.